Dataset: Full USPTO retrosynthesis dataset with 1.9M reactions from patents (1976-2016). Task: Predict the reactants needed to synthesize the given product. (1) Given the product [F:33][C:26]1[C:27]([C:29]([F:32])([F:30])[F:31])=[CH:28][C:23]([NH:22][C@@H:9]2[C@@H:8]([C:5]3[CH:4]=[CH:3][C:2]([F:1])=[CH:7][CH:6]=3)[CH2:12][N:11]([S:13]([C:16]3[N:17]=[CH:18][N:19]([CH3:21])[CH:20]=3)(=[O:15])=[O:14])[CH2:10]2)=[N:24][CH:25]=1, predict the reactants needed to synthesize it. The reactants are: [F:1][C:2]1[CH:7]=[CH:6][C:5]([C@H:8]2[CH2:12][N:11]([S:13]([C:16]3[N:17]=[CH:18][N:19]([CH3:21])[CH:20]=3)(=[O:15])=[O:14])[CH2:10][C@@H:9]2[NH:22][C:23]2[CH:28]=[C:27]([C:29]([F:32])([F:31])[F:30])[CH:26]=[CH:25][N:24]=2)=[CH:4][CH:3]=1.[F:33][B-](F)(F)F.ClC[N+]12CC[N+](F)(CC1)CC2.F[B-](F)(F)F. (2) Given the product [NH2:59][C:32]1[C:27]2[N:28]([C:17]([CH:18]3[CH2:23][CH2:22][CH2:19]3)=[N:16][C:15]=2[C:11]2[CH:12]=[CH:13][CH:14]=[C:9]([O:8][CH2:1][C:35]3[CH:40]=[CH:39][CH:38]=[CH:37][CH:36]=3)[C:10]=2[F:34])[CH:29]=[CH:30][N:31]=1, predict the reactants needed to synthesize it. The reactants are: [CH2:1]([O:8][C:9]1[C:10]([F:34])=[C:11]([CH:15]([C:27]2[C:32](Cl)=[N:31][CH:30]=[CH:29][N:28]=2)[N:16]2C(=O)[C:23]3[C:18](=[CH:19]C=C[CH:22]=3)[C:17]2=O)[CH:12]=[CH:13][CH:14]=1)C1C=CC=CC=1.[C:35]1(P([C:35]2[CH:40]=[CH:39][CH:38]=[CH:37][CH:36]=2)[C:35]2[CH:40]=[CH:39][CH:38]=[CH:37][CH:36]=2)[CH:40]=[CH:39][CH:38]=[CH:37][CH:36]=1.CCOC(/[N:59]=N/C(OCC)=O)=O.C(OC1C(F)=C(C(C2C(Cl)=NC=CN=2)O)C=CC=1)C1C=CC=CC=1.C1(=O)NC(=O)C2=CC=CC=C12. (3) Given the product [N:60]1([CH2:66][CH2:67][NH:68][C:22](=[O:24])[CH2:21][CH2:20][N:17]2[C:13]3[N:14]=[CH:15][N:16]=[C:11]([NH:10][C:7]4[CH:6]=[CH:5][C:4]([O:3][C:2]([F:1])([F:25])[F:26])=[CH:9][CH:8]=4)[C:12]=3[CH:19]=[CH:18]2)[CH2:65][CH2:64][O:63][CH2:62][CH2:61]1.[C:72]([OH:73])([C:2]([F:26])([F:25])[F:1])=[O:43], predict the reactants needed to synthesize it. The reactants are: [F:1][C:2]([F:26])([F:25])[O:3][C:4]1[CH:9]=[CH:8][C:7]([NH:10][C:11]2[C:12]3[CH:19]=[CH:18][N:17]([CH2:20][CH2:21][C:22]([OH:24])=O)[C:13]=3[N:14]=[CH:15][N:16]=2)=[CH:6][CH:5]=1.CCN(C(C)C)C(C)C.CN(C([O:43]N1N=NC2C=CC=NC1=2)=[N+](C)C)C.F[P-](F)(F)(F)(F)F.[N:60]1([CH2:66][CH2:67][NH2:68])[CH2:65][CH2:64][O:63][CH2:62][CH2:61]1.CN([CH:72]=[O:73])C. (4) Given the product [F:26][C:27]1[CH:32]=[CH:31][C:30]([CH2:33][NH:34][C:22]([C:10]2[N:11]=[C:12]3[N:18]([CH:19]([CH3:20])[CH3:21])[CH2:17][CH2:16][N:13]3[C:14](=[O:15])[C:9]=2[O:8][CH2:1][C:2]2[CH:3]=[CH:4][CH:5]=[CH:6][CH:7]=2)=[O:24])=[C:29]([N:35]2[CH:39]=[N:38][CH:37]=[N:36]2)[CH:28]=1, predict the reactants needed to synthesize it. The reactants are: [CH2:1]([O:8][C:9]1[C:14](=[O:15])[N:13]2[CH2:16][CH2:17][N:18]([CH:19]([CH3:21])[CH3:20])[C:12]2=[N:11][C:10]=1[C:22]([OH:24])=O)[C:2]1[CH:7]=[CH:6][CH:5]=[CH:4][CH:3]=1.Cl.[F:26][C:27]1[CH:32]=[CH:31][C:30]([CH2:33][NH2:34])=[C:29]([N:35]2[CH:39]=[N:38][CH:37]=[N:36]2)[CH:28]=1. (5) Given the product [Cl:8][C:9]1[CH:10]=[CH:11][C:12]([N:15]2[C:23](=[O:24])[C:22]3[N:21]=[CH:20][N:19]([CH2:25][CH3:26])[C:18]=3[N:17]=[C:16]2[CH2:27][C:28]2[CH:29]=[N:30][C:31]([CH2:6][CH3:7])=[CH:32][CH:33]=2)=[CH:13][CH:14]=1, predict the reactants needed to synthesize it. The reactants are: C([Al]([CH2:6][CH3:7])CC)C.[Cl:8][C:9]1[CH:14]=[CH:13][C:12]([N:15]2[C:23](=[O:24])[C:22]3[N:21]=[CH:20][N:19]([CH2:25][CH3:26])[C:18]=3[N:17]=[C:16]2[CH2:27][C:28]2[CH:29]=[N:30][C:31](Cl)=[CH:32][CH:33]=2)=[CH:11][CH:10]=1.[Cl-].[NH4+].